From a dataset of NCI-60 drug combinations with 297,098 pairs across 59 cell lines. Regression. Given two drug SMILES strings and cell line genomic features, predict the synergy score measuring deviation from expected non-interaction effect. Drug 1: COC1=CC(=CC(=C1O)OC)C2C3C(COC3=O)C(C4=CC5=C(C=C24)OCO5)OC6C(C(C7C(O6)COC(O7)C8=CC=CS8)O)O. Drug 2: CC1=C(C(=O)C2=C(C1=O)N3CC4C(C3(C2COC(=O)N)OC)N4)N. Cell line: MDA-MB-435. Synergy scores: CSS=22.5, Synergy_ZIP=-5.41, Synergy_Bliss=2.43, Synergy_Loewe=2.36, Synergy_HSA=2.26.